From a dataset of Catalyst prediction with 721,799 reactions and 888 catalyst types from USPTO. Predict which catalyst facilitates the given reaction. (1) Reactant: [C:1]([NH:4][C:5]1[N:9]([CH:10]2[CH2:15][CH2:14][CH2:13][N:12]([C:16]([O:18][C:19]([CH3:22])([CH3:21])[CH3:20])=[O:17])[CH2:11]2)[N:8]=[C:7]([C:23]2[CH:28]=[CH:27][C:26]([O:29][C:30]3[CH:35]=[CH:34][C:33]([F:36])=[CH:32][CH:31]=3)=[CH:25][C:24]=2[Cl:37])[C:6]=1[C:38]([O:40]CC)=[O:39])(=[O:3])[CH3:2].[OH-].[Li+]. Product: [C:1]([NH:4][C:5]1[N:9]([CH:10]2[CH2:15][CH2:14][CH2:13][N:12]([C:16]([O:18][C:19]([CH3:22])([CH3:21])[CH3:20])=[O:17])[CH2:11]2)[N:8]=[C:7]([C:23]2[CH:28]=[CH:27][C:26]([O:29][C:30]3[CH:35]=[CH:34][C:33]([F:36])=[CH:32][CH:31]=3)=[CH:25][C:24]=2[Cl:37])[C:6]=1[C:38]([OH:40])=[O:39])(=[O:3])[CH3:2]. The catalyst class is: 7. (2) Reactant: Cl[C:2]1[CH:11]=[CH:10][C:9]2[C:4](=[CH:5][C:6]([C:16]([F:19])([F:18])[F:17])=[CH:7][C:8]=2[C:12]([F:15])([F:14])[F:13])[N:3]=1.[CH3:20][O:21][C:22]1[CH:29]=[CH:28][C:25]([CH2:26][NH2:27])=[CH:24][CH:23]=1.CCN(C(C)C)C(C)C. Product: [CH3:20][O:21][C:22]1[CH:29]=[CH:28][C:25]([CH2:26][NH:27][C:2]2[CH:11]=[CH:10][C:9]3[C:4](=[CH:5][C:6]([C:16]([F:19])([F:18])[F:17])=[CH:7][C:8]=3[C:12]([F:15])([F:14])[F:13])[N:3]=2)=[CH:24][CH:23]=1. The catalyst class is: 3. (3) Reactant: [NH2:1][C:2]1[CH:24]=[CH:23][C:5]([O:6][CH2:7][CH2:8][C:9]2[N:14]=[C:13]([NH:15][C:16](=[O:22])[O:17][C:18]([CH3:21])([CH3:20])[CH3:19])[CH:12]=[CH:11][CH:10]=2)=[CH:4][CH:3]=1.[CH3:25][C:26]1[CH:31]=[CH:30][C:29]([C:32]2[C:33]([C:39](O)=[O:40])=[CH:34][CH:35]=[CH:36][C:37]=2[CH3:38])=[CH:28][CH:27]=1.ON1C2C=CC=CC=2N=N1.Cl.CN(C)CCCN=C=NCC. Product: [CH3:25][C:26]1[CH:31]=[CH:30][C:29]([C:32]2[C:37]([CH3:38])=[CH:36][CH:35]=[CH:34][C:33]=2[C:39]([NH:1][C:2]2[CH:3]=[CH:4][C:5]([O:6][CH2:7][CH2:8][C:9]3[N:14]=[C:13]([NH:15][C:16](=[O:22])[O:17][C:18]([CH3:21])([CH3:19])[CH3:20])[CH:12]=[CH:11][CH:10]=3)=[CH:23][CH:24]=2)=[O:40])=[CH:28][CH:27]=1. The catalyst class is: 289. (4) Reactant: [Si]([O:8][C:9]1[CH:14]=[CH:13][CH:12]=[CH:11][C:10]=1[NH:15][C:16]1[N:24]=[C:23]2[C:19]([NH:20][C:21](=[O:33])[N:22]2[C:25]2[CH:30]=[CH:29][CH:28]=[CH:27][C:26]=2[O:31][CH3:32])=[C:18]([C:34]([O:36]CC)=O)[N:17]=1)(C(C)(C)C)(C)C.[NH2:39]C1C(C(OCC)=O)=NC(NC2C=CC=CC=2O[Si](C(C)(C)C)(C)C)=NC=1NC1C=CC=CC=1OC.C(N1C=CN=C1)(N1C=CN=C1)=O. Product: [OH:8][C:9]1[CH:14]=[CH:13][CH:12]=[CH:11][C:10]=1[NH:15][C:16]1[N:24]=[C:23]2[C:19]([NH:20][C:21](=[O:33])[N:22]2[C:25]2[CH:30]=[CH:29][CH:28]=[CH:27][C:26]=2[O:31][CH3:32])=[C:18]([C:34]([NH2:39])=[O:36])[N:17]=1. The catalyst class is: 2. (5) Reactant: [CH2:1]([O:3][C:4]1[CH:12]=[CH:11][CH:10]=[CH:9][C:5]=1[C:6]([OH:8])=O)[CH3:2].[OH:13][C@H:14]1[CH2:18][NH:17][C@H:16]([C:19]([NH:21][CH2:22][C:23]2[CH:28]=[CH:27][C:26]([C:29]3[O:33][CH:32]=[N:31][CH:30]=3)=[CH:25][CH:24]=2)=[O:20])[CH2:15]1.CCN(C(C)C)C(C)C.CN(C(ON1N=NC2C=CC=NC1=2)=[N+](C)C)C.F[P-](F)(F)(F)(F)F. Product: [CH2:1]([O:3][C:4]1[CH:12]=[CH:11][CH:10]=[CH:9][C:5]=1[C:6]([N:17]1[CH2:18][C@H:14]([OH:13])[CH2:15][C@H:16]1[C:19]([NH:21][CH2:22][C:23]1[CH:24]=[CH:25][C:26]([C:29]2[O:33][CH:32]=[N:31][CH:30]=2)=[CH:27][CH:28]=1)=[O:20])=[O:8])[CH3:2]. The catalyst class is: 3. (6) Reactant: [N:1]1[CH:6]=[CH:5][CH:4]=[CH:3][C:2]=1[CH:7](C)[C:8]([O:10][CH2:11][CH3:12])=[O:9].ClC1C=C(C=CC=1)C(OO)=[O:19]. Product: [CH2:11]([O:10][C:8]([CH2:7][C:2]1[CH:3]=[CH:4][CH:5]=[CH:6][N+:1]=1[O-:19])=[O:9])[CH3:12]. The catalyst class is: 2.